This data is from Forward reaction prediction with 1.9M reactions from USPTO patents (1976-2016). The task is: Predict the product of the given reaction. (1) Given the reactants [Br:1][CH2:2][C:3]([CH3:7])=[CH:4][CH2:5]Br.[F:8][C:9]1[CH:14]=[CH:13][CH:12]=[C:11]([F:15])[C:10]=1[OH:16].C([O-])([O-])=O.[K+].[K+], predict the reaction product. The product is: [Br:1][CH2:2]/[C:3](/[CH3:7])=[CH:4]/[CH2:5][O:16][C:10]1[C:9]([F:8])=[CH:14][CH:13]=[CH:12][C:11]=1[F:15]. (2) Given the reactants [Cl:1][C:2]1[CH:3]=[C:4]([C:8]2[N:13]3[N:14]=[C:15]([CH3:18])[C:16](I)=[C:12]3[N:11]=[C:10]([N:19]3[CH2:23][CH2:22][CH2:21][C@H:20]3[CH2:24][OH:25])[CH:9]=2)[CH:5]=[CH:6][CH:7]=1.[CH3:26][O:27][C:28]1[CH:33]=[CH:32][C:31](B(O)O)=[CH:30][CH:29]=1.C1(C)C=CC=CC=1.C([O-])(O)=O.[Na+], predict the reaction product. The product is: [CH3:26][O:27][C:28]1[CH:33]=[CH:32][C:31]([C:16]2[C:15]([CH3:18])=[N:14][N:13]3[C:8]([C:4]4[CH:5]=[CH:6][CH:7]=[C:2]([Cl:1])[CH:3]=4)=[CH:9][C:10]([N:19]4[CH2:23][CH2:22][CH2:21][C@H:20]4[CH2:24][OH:25])=[N:11][C:12]=23)=[CH:30][CH:29]=1. (3) Given the reactants C(O[C:6](=O)[N:7]([CH:9]1[CH2:14][CH2:13][CH:12]([N:15]([C:35]([C:37]2[S:41][C:40]3[C:42]([F:47])=[CH:43][CH:44]=[C:45]([F:46])[C:39]=3[C:38]=2[Cl:48])=[O:36])[CH2:16][C:17]2[CH:18]=[C:19]([C:25]3[CH:30]=[CH:29][C:28]([S:31](=[O:34])(=[O:33])[NH2:32])=[CH:27][CH:26]=3)[CH:20]=[CH:21][C:22]=2[O:23][CH3:24])[CH2:11][CH2:10]1)C)(C)(C)C.CC(OC)(C)C, predict the reaction product. The product is: [ClH:48].[CH3:24][O:23][C:22]1[CH:21]=[CH:20][C:19]([C:25]2[CH:30]=[CH:29][C:28]([S:31](=[O:34])(=[O:33])[NH2:32])=[CH:27][CH:26]=2)=[CH:18][C:17]=1[CH2:16][N:15]([CH:12]1[CH2:13][CH2:14][CH:9]([NH:7][CH3:6])[CH2:10][CH2:11]1)[C:35]([C:37]1[S:41][C:40]2[C:42]([F:47])=[CH:43][CH:44]=[C:45]([F:46])[C:39]=2[C:38]=1[Cl:48])=[O:36]. (4) The product is: [Cl:37][C:34]1[CH:35]=[CH:36][C:31]([C:29]2[C:28]3[CH:38]=[C:39]([O:42][CH3:43])[CH:40]=[CH:41][C:27]=3[N:26]3[C:44]([CH3:47])=[N:45][N:46]=[C:25]3[C@H:24]([CH2:20][C:21]([NH:2][CH2:3][CH2:4][C:5]3[CH:10]=[CH:9][C:8]([OH:11])=[C:7]([OH:12])[CH:6]=3)=[O:22])[N:30]=2)=[CH:32][CH:33]=1. Given the reactants Cl.[NH2:2][CH2:3][CH2:4][C:5]1[CH:6]=[C:7]([OH:12])[C:8]([OH:11])=[CH:9][CH:10]=1.O=C1CCC(=O)N1[C@@H:20]([CH:24]1[N:30]=[C:29]([C:31]2[CH:36]=[CH:35][C:34]([Cl:37])=[CH:33][CH:32]=2)[C:28]2[CH:38]=[C:39]([O:42][CH3:43])[CH:40]=[CH:41][C:27]=2[N:26]2[C:44]([CH3:47])=[N:45][N:46]=[C:25]12)[C:21]([O-])=[O:22], predict the reaction product. (5) Given the reactants [CH3:1][C:2]1[N:7]=[C:6]([C:8]2[CH:13]=[CH:12][CH:11]=[C:10]([C:14]3[CH:19]=[CH:18][CH:17]=[C:16]([N+:20]([O-])=O)[CH:15]=3)[N:9]=2)[CH:5]=[C:4]([C:23]2[CH:28]=[CH:27][C:26]([C:29]([F:32])([F:31])[F:30])=[CH:25][CH:24]=2)[CH:3]=1.[H][H], predict the reaction product. The product is: [CH3:1][C:2]1[N:7]=[C:6]([C:8]2[CH:13]=[CH:12][CH:11]=[C:10]([C:14]3[CH:15]=[C:16]([NH2:20])[CH:17]=[CH:18][CH:19]=3)[N:9]=2)[CH:5]=[C:4]([C:23]2[CH:28]=[CH:27][C:26]([C:29]([F:31])([F:30])[F:32])=[CH:25][CH:24]=2)[CH:3]=1.